This data is from Forward reaction prediction with 1.9M reactions from USPTO patents (1976-2016). The task is: Predict the product of the given reaction. (1) Given the reactants [C:1]([O:5][C:6]([N:8]1[CH2:12][CH2:11][CH2:10][CH:9]1[C:13](=[O:29])[NH:14][C:15]1[CH:20]=[CH:19][C:18]([C:21]2[CH:26]=[CH:25][CH:24]=[CH:23][C:22]=2SC)=[CH:17][CH:16]=1)=[O:7])([CH3:4])([CH3:3])[CH3:2].O[O:31][S:32]([O-:34])=O.[K+].[C:36](#N)C, predict the reaction product. The product is: [C:1]([O:5][C:6]([N:8]1[CH2:12][CH2:11][CH2:10][CH:9]1[C:13](=[O:29])[NH:14][C:15]1[CH:16]=[CH:17][C:18]([C:21]2[CH:22]=[CH:23][CH:24]=[CH:25][C:26]=2[S:32]([CH3:36])(=[O:34])=[O:31])=[CH:19][CH:20]=1)=[O:7])([CH3:4])([CH3:2])[CH3:3]. (2) Given the reactants Cl[C:2]1[C:7]([CH2:8][CH2:9][CH3:10])=[C:6]([CH2:11][N:12]2[CH:16]=[CH:15][N:14]=[C:13]2[C:17]2[CH:22]=[CH:21][CH:20]=[C:19]([F:23])[N:18]=2)[N:5]=[C:4]([CH3:24])[N:3]=1.[N-:25]=[N+:26]=[N-:27].[Na+], predict the reaction product. The product is: [N:25]([C:2]1[C:7]([CH2:8][CH2:9][CH3:10])=[C:6]([CH2:11][N:12]2[CH:16]=[CH:15][N:14]=[C:13]2[C:17]2[CH:22]=[CH:21][CH:20]=[C:19]([F:23])[N:18]=2)[N:5]=[C:4]([CH3:24])[N:3]=1)=[N+:26]=[N-:27]. (3) Given the reactants [CH2:1]([C:13]1C=C[C:16]([OH:19])=[CH:15][CH:14]=1)CCCCCCCCCCC.[NH2:20][CH2:21][CH2:22][CH2:23][Si](OCC)(OCC)OCC.C=O, predict the reaction product. The product is: [O:19]1[C:16]2[CH:15]=[CH:14][CH:13]=[CH:1][C:23]=2[CH:22]=[CH:21][NH:20]1. (4) Given the reactants [NH2:1][C:2]1[C:3]2[CH:15]=[CH:14][CH:13]=[CH:12][C:4]=2[S:5][C:6]=1[C:7](OCC)=[O:8].[CH:16]([NH2:18])=O, predict the reaction product. The product is: [N:1]1[C:2]2[C:3]3[CH:15]=[CH:14][CH:13]=[CH:12][C:4]=3[S:5][C:6]=2[C:7](=[O:8])[NH:18][CH:16]=1. (5) Given the reactants [C:1]([O:5][C:6](=[O:16])[NH:7][CH:8]1[CH2:14][CH2:13][CH2:12][NH:11][CH2:10][CH:9]1[OH:15])([CH3:4])([CH3:3])[CH3:2].C(N(CC)CC)C.[N:24]1[CH:29]=[CH:28][CH:27]=[CH:26][C:25]=1[S:30](Cl)(=[O:32])=[O:31], predict the reaction product. The product is: [C:1]([O:5][C:6](=[O:16])[NH:7][CH:8]1[CH2:14][CH2:13][CH2:12][N:11]([S:30]([C:25]2[CH:26]=[CH:27][CH:28]=[CH:29][N:24]=2)(=[O:32])=[O:31])[CH2:10][CH:9]1[OH:15])([CH3:4])([CH3:2])[CH3:3]. (6) Given the reactants C[O-].[Na+].[CH3:4][S:5][C:6]1[CH:11]=[CH:10][C:9]([CH2:12][CH2:13][C:14]([O:16]C)=O)=[CH:8][CH:7]=1.[C:19]([O:21][CH2:22][CH3:23])(=[O:20])[C:19]([O:21][CH2:22][CH3:23])=[O:20].OS(O)(=O)=O, predict the reaction product. The product is: [CH3:4][S:5][C:6]1[CH:7]=[CH:8][C:9]([CH2:12][CH2:13][C:14](=[O:16])[C:19]([O:21][CH2:22][CH3:23])=[O:20])=[CH:10][CH:11]=1. (7) Given the reactants [OH-].[Na+].[CH3:3][C:4]1[CH:5]=[C:6]([OH:11])[CH:7]=[C:8]([CH3:10])[CH:9]=1.Cl[CH2:13][C:14]([OH:16])=[O:15].Cl, predict the reaction product. The product is: [CH3:3][C:4]1[CH:5]=[C:6]([CH:7]=[C:8]([CH3:10])[CH:9]=1)[O:11][CH2:13][C:14]([OH:16])=[O:15]. (8) Given the reactants [C:1]([N:8]1[CH:12]=[CH:11]N=C1)(N1C=CN=C1)=[S:2].NC1[C:18]([Cl:19])=[CH:17][S:16]C=1, predict the reaction product. The product is: [Cl:19][C:18]1[C:12]([N:8]=[C:1]=[S:2])=[CH:11][S:16][CH:17]=1. (9) Given the reactants [OH:1][CH2:2][C@@H:3]([C@H:5]([C@@H:7]([C@@H:9]([CH2:11][OH:12])[OH:10])[OH:8])[OH:6])[OH:4], predict the reaction product. The product is: [CH2:11]([OH:12])[C@H:9]1[O:10][C@H:2]([O:1][C@@H:7]([C@H:5]([OH:6])[C@@H:3]([OH:4])[CH2:2][OH:1])[C@H:9]([OH:10])[CH2:11][OH:12])[C@H:3]([OH:4])[C@@H:5]([OH:6])[C@@H:7]1[OH:8].